This data is from Catalyst prediction with 721,799 reactions and 888 catalyst types from USPTO. The task is: Predict which catalyst facilitates the given reaction. (1) Reactant: [C:1]([C:4]1[CH:23]=[CH:22][C:7]([O:8][CH2:9][CH2:10][CH2:11][CH2:12][O:13][C:14]2[CH:21]=[CH:20][C:17]([C:18]#[N:19])=[CH:16][CH:15]=2)=[C:6]([Br:24])[C:5]=1[OH:25])(=[O:3])[CH3:2].[N:26]([Si](C)(C)C)=[N+:27]=[N-:28].C([Sn](=O)CCCC)CCC. Product: [Br:24][C:6]1[C:5]([OH:25])=[C:4]([C:1](=[O:3])[CH3:2])[CH:23]=[CH:22][C:7]=1[O:8][CH2:9][CH2:10][CH2:11][CH2:12][O:13][C:14]1[CH:21]=[CH:20][C:17]([C:18]2[NH:28][N:27]=[N:26][N:19]=2)=[CH:16][CH:15]=1. The catalyst class is: 11. (2) Reactant: [Br:1][C:2]1[CH:7]=[CH:6][CH:5]=[C:4]([NH:8][NH2:9])[N:3]=1.O=[C:11]1[CH2:18][CH:17]2[N:19]([C:20]([O:22][C:23]([CH3:26])([CH3:25])[CH3:24])=[O:21])[CH:13]([CH2:14][CH2:15][CH2:16]2)[CH2:12]1. Product: [Br:1][C:2]1[N:3]=[C:4]([NH:8][N:9]=[C:11]2[CH2:18][CH:17]3[N:19]([C:20]([O:22][C:23]([CH3:26])([CH3:25])[CH3:24])=[O:21])[CH:13]([CH2:14][CH2:15][CH2:16]3)[CH2:12]2)[CH:5]=[CH:6][CH:7]=1. The catalyst class is: 14. (3) Reactant: C(O[C:4](=[O:21])[CH:5]([C:11]([NH:13][CH2:14][C:15]1[CH:20]=[CH:19][CH:18]=[CH:17][CH:16]=1)=[O:12])[C:6]([O:8][CH2:9][CH3:10])=[O:7])C.[H-].[Na+].[C:24]1([N:30]=[C:31]=[O:32])[CH:29]=[CH:28][CH:27]=[CH:26][CH:25]=1. Product: [OH:21][C:4]1[N:30]([C:24]2[CH:29]=[CH:28][CH:27]=[CH:26][CH:25]=2)[C:31](=[O:32])[N:13]([CH2:14][C:15]2[CH:16]=[CH:17][CH:18]=[CH:19][CH:20]=2)[C:11](=[O:12])[C:5]=1[C:6]([O:8][CH2:9][CH3:10])=[O:7]. The catalyst class is: 346. (4) Reactant: [CH3:1][O:2][CH2:3][C@H:4]([CH3:32])[O:5][C:6]1[CH:7]=[C:8]([C:23]2[NH:31][C:26]3=[N:27][CH:28]=[CH:29][CH:30]=[C:25]3[N:24]=2)[CH:9]=[C:10]([O:12][C:13]2[CH:18]=[CH:17][C:16](S(C)(=O)=O)=[CH:15][CH:14]=2)[CH:11]=1.IC1C=C(C=CC=1)[C:37]([N:39]([CH3:41])[CH3:40])=[O:38].C(=O)([O-])[O-].[Cs+].[Cs+]. Product: [N:24]1[C:25]2[C:26](=[N:27][CH:28]=[CH:29][CH:30]=2)[NH:31][C:23]=1[C:8]1[CH:9]=[C:10]([CH:11]=[C:6]([O:5][C@@H:4]([CH3:32])[CH2:3][O:2][CH3:1])[CH:7]=1)[O:12][C:13]1[CH:18]=[C:17]([CH:16]=[CH:15][CH:14]=1)[C:37]([N:39]([CH3:41])[CH3:40])=[O:38]. The catalyst class is: 44. (5) The catalyst class is: 22. Reactant: CO[C:3](=[O:22])[C:4](=[C:9]1[C:13](=[O:14])[N:12]([C:15]2[CH:20]=[CH:19][CH:18]=[CH:17][CH:16]=2)[N:11]=[C:10]1[CH3:21])[C:5]([F:8])([F:7])[F:6].[CH3:23][C:24]1([CH3:38])[CH2:29][C:28](=[O:30])[CH:27]=[C:26]([NH:31][C:32]2[CH:37]=[CH:36][CH:35]=[CH:34][CH:33]=2)[CH2:25]1. Product: [CH3:21][C:10]1[NH:11][N:12]([C:15]2[CH:20]=[CH:19][CH:18]=[CH:17][CH:16]=2)[C:13](=[O:14])[C:9]=1[C:4]1([C:5]([F:8])([F:7])[F:6])[C:27]2[C:28](=[O:30])[CH2:29][C:24]([CH3:38])([CH3:23])[CH2:25][C:26]=2[N:31]([C:32]2[CH:33]=[CH:34][CH:35]=[CH:36][CH:37]=2)[C:3]1=[O:22]. (6) Reactant: [OH:1][C:2]1[C:3]([S:8][CH2:9][C:10]([O:12][CH3:13])=[O:11])=[N:4][CH:5]=[CH:6][CH:7]=1.F[C:15]1[CH:20]=[C:19]([N:21]2[C:26](=[O:27])[CH:25]=[C:24]([C:28]([F:31])([F:30])[F:29])[N:23]([CH3:32])[C:22]2=[O:33])[C:18]([F:34])=[CH:17][C:16]=1[N+:35]([O-:37])=[O:36].C(=O)([O-])[O-].[K+].[K+]. Product: [F:34][C:18]1[C:19]([N:21]2[C:26](=[O:27])[CH:25]=[C:24]([C:28]([F:31])([F:30])[F:29])[N:23]([CH3:32])[C:22]2=[O:33])=[CH:20][C:15]([O:1][C:2]2[C:3]([S:8][CH2:9][C:10]([O:12][CH3:13])=[O:11])=[N:4][CH:5]=[CH:6][CH:7]=2)=[C:16]([N+:35]([O-:37])=[O:36])[CH:17]=1. The catalyst class is: 9. (7) Reactant: Br[C:2]1[C:14](=[O:15])[N:13]([CH:16]2[CH2:20][CH2:19][CH2:18][CH2:17]2)[C:5]2[N:6]=[C:7]([NH:11][CH3:12])[N:8]=[C:9]([CH3:10])[C:4]=2[CH:3]=1.[C:21]([O:25][CH2:26][CH3:27])(=[O:24])[CH:22]=[CH2:23].C1(N(C)C2CCCCC2)CCCCC1.F[B-](F)(F)F.C([PH+](C(C)(C)C)C(C)(C)C)(C)(C)C.[Cl-].[Li+]. Product: [CH:16]1([N:13]2[C:5]3[N:6]=[C:7]([NH:11][CH3:12])[N:8]=[C:9]([CH3:10])[C:4]=3[CH:3]=[C:2](/[CH:23]=[CH:22]/[C:21]([O:25][CH2:26][CH3:27])=[O:24])[C:14]2=[O:15])[CH2:20][CH2:19][CH2:18][CH2:17]1. The catalyst class is: 102.